This data is from Catalyst prediction with 721,799 reactions and 888 catalyst types from USPTO. The task is: Predict which catalyst facilitates the given reaction. Reactant: [CH2:1]([O:4][C:5]([CH2:7][C:8]1[CH:9]=[C:10]([S:14]([N:17]=[C:18]=[O:19])(=[O:16])=[O:15])[CH:11]=[CH:12][CH:13]=1)=[O:6])[CH:2]=[CH2:3].[Cl:20][C:21]1[CH:22]=[C:23]([NH2:30])[C:24](=[CH:28][CH:29]=1)[C:25](O)=[O:26].C1N=CN(C(N2C=NC=C2)=O)C=1.O. Product: [CH2:1]([O:4][C:5]([CH2:7][C:8]1[CH:9]=[C:10]([S:14]([N:17]2[C:25](=[O:26])[C:24]3[C:23](=[CH:22][C:21]([Cl:20])=[CH:29][CH:28]=3)[NH:30][C:18]2=[O:19])(=[O:16])=[O:15])[CH:11]=[CH:12][CH:13]=1)=[O:6])[CH:2]=[CH2:3]. The catalyst class is: 1.